This data is from Full USPTO retrosynthesis dataset with 1.9M reactions from patents (1976-2016). The task is: Predict the reactants needed to synthesize the given product. (1) Given the product [CH3:17][C:18]1[CH:23]=[C:22]([N+:24]([O-:26])=[O:25])[C:21]([CH3:27])=[CH:20][C:19]=1[O:28][CH2:35][CH:31]1[C:32]([CH3:34])([CH3:33])[C:30]1([CH3:37])[CH3:29], predict the reactants needed to synthesize it. The reactants are: N(C(OCCOC)=O)=NC(OCCOC)=O.[CH3:17][C:18]1[CH:23]=[C:22]([N+:24]([O-:26])=[O:25])[C:21]([CH3:27])=[CH:20][C:19]=1[OH:28].[CH3:29][C:30]1([CH3:37])[C:32]([CH3:34])([CH3:33])[CH:31]1[CH2:35]O.C1(P(C2C=CC=CC=2)C2C=CC=CC=2)C=CC=CC=1.C(=O)(O)[O-].[Na+]. (2) Given the product [F:1][C:2]1[CH:7]=[C:6]([N:8]2[CH:13]=[CH:12][CH:11]=[CH:10][C:9]2=[O:14])[CH:5]=[CH:4][C:3]=1[NH:15][C:16]([N:18]1[CH2:22][CH:21]([NH:40][CH3:39])[C@H:20]([CH2:24][NH:25][C:26]([C:28]2[S:29][C:30]([Cl:33])=[CH:31][CH:32]=2)=[O:27])[CH2:19]1)=[O:17], predict the reactants needed to synthesize it. The reactants are: [F:1][C:2]1[CH:7]=[C:6]([N:8]2[CH:13]=[CH:12][CH:11]=[CH:10][C:9]2=[O:14])[CH:5]=[CH:4][C:3]=1[NH:15][C:16]([N:18]1[CH2:22][C:21](=O)[C@H:20]([CH2:24][NH:25][C:26]([C:28]2[S:29][C:30]([Cl:33])=[CH:31][CH:32]=2)=[O:27])[CH2:19]1)=[O:17].C1COCC1.[CH3:39][NH2:40].[OH-].[Na+].